This data is from Reaction yield outcomes from USPTO patents with 853,638 reactions. The task is: Predict the reaction yield, written as a fraction of the theoretical maximum amount of product (1.0 means a 100% yield; for example, 0.34 means a 34% yield). (1) The reactants are [CH3:1][C:2]1[C:3]([CH:13]=[O:14])=[CH:4][NH:5][C:6]=1[C:7]1[CH:12]=[CH:11][CH:10]=[CH:9][CH:8]=1.[H-].[Na+].C1OCCOCCOCCOCCOC1.[S:32]1[CH:36]=[CH:35][C:34]([S:37](Cl)(=[O:39])=[O:38])=[CH:33]1. The yield is 0.880. No catalyst specified. The product is [CH3:1][C:2]1[C:3]([CH:13]=[O:14])=[CH:4][N:5]([S:37]([C:34]2[CH:35]=[CH:36][S:32][CH:33]=2)(=[O:39])=[O:38])[C:6]=1[C:7]1[CH:12]=[CH:11][CH:10]=[CH:9][CH:8]=1. (2) The reactants are C(OC([N:8]1[CH2:13][CH2:12][CH:11]([CH2:14][N:15]2[C:23]3[N:18]4[C:19](=[N:24][C:25]([CH3:26])=[C:17]4[C:16]2=[O:27])[CH:20]=[CH:21][CH:22]=3)[CH2:10][CH2:9]1)=O)(C)(C)C.Cl. The catalyst is CO. The product is [NH:8]1[CH2:13][CH2:12][CH:11]([CH2:14][N:15]2[C:23]3[N:18]4[C:19](=[N:24][C:25]([CH3:26])=[C:17]4[C:16]2=[O:27])[CH:20]=[CH:21][CH:22]=3)[CH2:10][CH2:9]1. The yield is 0.869. (3) The reactants are Br[C:2]1[N:7]=[N:6][C:5]([NH2:8])=[N:4][C:3]=1[C:9]1[CH:14]=[CH:13][CH:12]=[CH:11][CH:10]=1.[NH:15]1[CH2:20][CH2:19][CH2:18][CH2:17][CH2:16]1. No catalyst specified. The product is [C:9]1([C:3]2[N:4]=[C:5]([NH2:8])[N:6]=[N:7][C:2]=2[N:15]2[CH2:20][CH2:19][CH2:18][CH2:17][CH2:16]2)[CH:14]=[CH:13][CH:12]=[CH:11][CH:10]=1. The yield is 0.180. (4) The reactants are [H-].[Na+].[Si:3]([O:20][CH2:21][C@H:22]1[CH2:26][O:25][C:24](=[O:27])[NH:23]1)([C:16]([CH3:19])([CH3:18])[CH3:17])([C:10]1[CH:15]=[CH:14][CH:13]=[CH:12][CH:11]=1)[C:4]1[CH:9]=[CH:8][CH:7]=[CH:6][CH:5]=1.[F:28][C:29]1[N:34]=[C:33](F)[CH:32]=[CH:31][N:30]=1. The catalyst is CN(C=O)C. The product is [Si:3]([O:20][CH2:21][C@H:22]1[CH2:26][O:25][C:24](=[O:27])[N:23]1[C:31]1[CH:32]=[CH:33][N:34]=[C:29]([F:28])[N:30]=1)([C:16]([CH3:17])([CH3:18])[CH3:19])([C:10]1[CH:11]=[CH:12][CH:13]=[CH:14][CH:15]=1)[C:4]1[CH:9]=[CH:8][CH:7]=[CH:6][CH:5]=1. The yield is 0.730.